The task is: Predict the reactants needed to synthesize the given product.. This data is from Full USPTO retrosynthesis dataset with 1.9M reactions from patents (1976-2016). (1) Given the product [Cl:20][C:21]1[N:29]=[C:28]2[C:24]([N:25]=[CH:26][N:27]2[CH:18]2[CH2:17][CH2:16][N:38]([C:39]([O:41][C:42]([CH3:44])([CH3:45])[CH3:43])=[O:40])[CH2:14][CH2:19]2)=[C:23]([Cl:30])[N:22]=1, predict the reactants needed to synthesize it. The reactants are: [CH:18]1[CH:19]=[CH:14]C(P([C:14]2[CH:19]=[CH:18][CH:17]=[CH:16]C=2)[C:18]2[CH:19]=[CH:14]C=[CH:16][CH:17]=2)=[CH:16][CH:17]=1.[Cl:20][C:21]1[N:29]=[C:28]2[C:24]([N:25]=[CH:26][NH:27]2)=[C:23]([Cl:30])[N:22]=1.[CH3:43][CH:42]([O:41][C:39](/[N:38]=[N:38]/[C:39]([O:41][CH:42]([CH3:44])[CH3:43])=[O:40])=[O:40])[CH3:44].[CH2:45]1COCC1. (2) Given the product [C:1]([C:5]1[N:9]=[C:8]([N:10]2[CH2:11][CH2:12][CH:13]([N:16]([CH:17]3[CH2:19][CH2:18]3)[C:31]([C:28]3[CH:27]=[N:26][C:25]([C:24]4[O:20][CH:21]=[N:22][CH:23]=4)=[CH:30][N:29]=3)=[O:32])[CH2:14][CH2:15]2)[O:7][N:6]=1)([CH3:4])([CH3:2])[CH3:3], predict the reactants needed to synthesize it. The reactants are: [C:1]([C:5]1[N:9]=[C:8]([N:10]2[CH2:15][CH2:14][CH:13]([NH:16][CH:17]3[CH2:19][CH2:18]3)[CH2:12][CH2:11]2)[O:7][N:6]=1)([CH3:4])([CH3:3])[CH3:2].[O:20]1[C:24]([C:25]2[N:26]=[CH:27][C:28]([C:31](O)=[O:32])=[N:29][CH:30]=2)=[CH:23][N:22]=[CH:21]1. (3) Given the product [CH3:27][C@@H:24]1[N:23]2[C:16]3[C:11]([C:10]([C:5]([C:4]([OH:3])=[O:22])=[CH:6]2)=[O:21])=[CH:12][C:13]([F:19])=[C:14]([N:38]2[CH2:39][CH2:40][N:35]([CH3:34])[CH2:36][CH2:37]2)[C:15]=3[O:26][CH2:25]1, predict the reactants needed to synthesize it. The reactants are: C([O:3][C:4](=[O:22])[C:5]([C:10](=[O:21])[C:11]1[CH:16]=[C:15](F)[C:14](F)=[C:13]([F:19])[C:12]=1F)=[CH:6]OCC)C.[NH2:23][C@@H:24]([CH3:27])[CH2:25][OH:26].C(=O)([O-])[O-].[K+].[K+].[CH3:34][N:35]1[CH2:40][CH2:39][NH:38][CH2:37][CH2:36]1. (4) The reactants are: [OH:1][C:2]1[C:7]([CH2:8][CH:9]=[CH2:10])=[C:6]([OH:11])[C:5]([CH2:12][CH:13]=[CH2:14])=[C:4]([CH3:15])[C:3]=1[C:16](=[O:19])[CH2:17][CH3:18]. Given the product [OH:1][C:2]1[C:7](/[CH:8]=[CH:9]/[CH3:10])=[C:6]([OH:11])[C:5](/[CH:12]=[CH:13]/[CH3:14])=[C:4]([CH3:15])[C:3]=1[C:16](=[O:19])[CH2:17][CH3:18], predict the reactants needed to synthesize it. (5) Given the product [F:1][CH:2]1[CH2:8][NH:7][CH:6]([CH3:19])[CH2:5][NH:4][CH2:3]1, predict the reactants needed to synthesize it. The reactants are: [F:1][CH:2]1[CH2:8][N:7](S(C2C=CC(C)=CC=2)(=O)=O)[CH:6]([CH3:19])[CH2:5][N:4](S(C2C=CC(C)=CC=2)(=O)=O)[CH2:3]1. (6) Given the product [ClH:1].[Cl:1][C:2]1[C:11]([C:12]2[CH:17]=[CH:16][CH:15]=[CH:14][N:13]=2)=[CH:10][C:9]2[N:8]([CH2:18][C:19]([F:21])([F:22])[F:20])[C:7](=[O:23])[C:6]3[CH:24]=[N:25][NH:26][C:5]=3[C:4]=2[CH:3]=1, predict the reactants needed to synthesize it. The reactants are: [Cl:1][C:2]1[C:11]([C:12]2[CH:17]=[CH:16][CH:15]=[CH:14][N:13]=2)=[CH:10][C:9]2[N:8]([CH2:18][C:19]([F:22])([F:21])[F:20])[C:7](=[O:23])[C:6]3[CH:24]=[N:25][NH:26][C:5]=3[C:4]=2[CH:3]=1.Cl.O1CCOCC1.